From a dataset of Reaction yield outcomes from USPTO patents with 853,638 reactions. Predict the reaction yield, written as a fraction of the theoretical maximum amount of product (1.0 means a 100% yield; for example, 0.34 means a 34% yield). (1) The reactants are [Cl:1][C:2]1[C:3]([OH:11])=[C:4]([CH:7]=[C:8]([Cl:10])[CH:9]=1)[CH:5]=O.[F:12][C:13]([F:22])([F:21])/[CH:14]=[CH:15]/[C:16]([O:18][CH2:19][CH3:20])=[O:17].C(N(CC)CC)C.C(#N)C.O. The catalyst is CS(C)=O.O. The product is [Cl:10][C:8]1[CH:7]=[C:4]2[C:3](=[C:2]([Cl:1])[CH:9]=1)[O:11][CH:14]([C:13]([F:12])([F:22])[F:21])[C:15]([C:16]([O:18][CH2:19][CH3:20])=[O:17])=[CH:5]2. The yield is 0.930. (2) The reactants are [NH2:1][CH2:2][C@@:3]1([OH:11])[CH:8]2[CH2:9][CH2:10][N:5]([CH2:6][CH2:7]2)[CH2:4]1.CCN(C(C)C)C(C)C.C([O-])([O-])=O.[Cs+].[Cs+].[Cl:27][C:28]1[CH:29]=[CH:30][C:31]2[O:35][C:34]([N:36]=[C:37](SC)SC)=[N:33][C:32]=2[CH:42]=1. The catalyst is CN(C=O)C. The product is [Cl:27][C:28]1[CH:29]=[CH:30][C:31]2[O:35][C:34]([NH:36][C:37]3[O:11][C@:3]4([CH2:2][N:1]=3)[CH:8]3[CH2:7][CH2:6][N:5]([CH2:10][CH2:9]3)[CH2:4]4)=[N:33][C:32]=2[CH:42]=1. The yield is 0.530. (3) The yield is 0.840. The product is [CH3:1][CH:2]([S:4]([O:7][C:8]1[CH:13]=[CH:12][CH:11]=[C:10]([C:14]2([C:22]3[CH:27]=[CH:26][CH:25]=[C:24]([Br:28])[CH:23]=3)[C:18](=[O:19])[N:17]([CH3:20])[C:16]([NH2:29])=[N:15]2)[CH:9]=1)(=[O:5])=[O:6])[CH3:3]. No catalyst specified. The reactants are [CH3:1][CH:2]([S:4]([O:7][C:8]1[CH:13]=[CH:12][CH:11]=[C:10]([C:14]2([C:22]3[CH:27]=[CH:26][CH:25]=[C:24]([Br:28])[CH:23]=3)[C:18](=[O:19])[N:17]([CH3:20])[C:16](=S)[NH:15]2)[CH:9]=1)(=[O:6])=[O:5])[CH3:3].[NH3:29].C(OO)(C)(C)C. (4) The product is [Cl:8][C:4]1[CH:3]=[C:2]([C:21]2([NH:20][S:18]([C:15]([CH3:17])([CH3:16])[CH3:14])=[O:19])[CH2:24][O:23][CH2:22]2)[CH:7]=[CH:6][CH:5]=1. The yield is 0.530. The catalyst is O1CCCC1. The reactants are Br[C:2]1[CH:7]=[CH:6][CH:5]=[C:4]([Cl:8])[CH:3]=1.[Li]CCCC.[CH3:14][C:15]([S:18]([N:20]=[C:21]1[CH2:24][O:23][CH2:22]1)=[O:19])([CH3:17])[CH3:16]. (5) The product is [C:1]([O:5][C:6](=[O:18])[NH:7][C:8]([CH3:13])([C:14]1[N:17]=[C:19]([CH3:20])[O:16][N:15]=1)[CH2:9][CH:10]1[CH2:12][CH2:11]1)([CH3:2])([CH3:3])[CH3:4]. The reactants are [C:1]([O:5][C:6](=[O:18])[NH:7][C:8]([C:14](=[NH:17])[NH:15][OH:16])([CH3:13])[CH2:9][CH:10]1[CH2:12][CH2:11]1)([CH3:4])([CH3:3])[CH3:2].[C:19](OC(=O)C)(=O)[CH3:20]. No catalyst specified. The yield is 0.460. (6) The reactants are [NH2:1][C:2]1[CH:3]=[C:4]([C:8]2[N:13]3[N:14]=[CH:15][C:16]([C:17]([C:19]4[S:20][CH:21]=[CH:22][CH:23]=4)=[O:18])=[C:12]3[N:11]=[CH:10][CH:9]=2)[CH:5]=[CH:6][CH:7]=1.[CH2:24]([N:28]=[C:29]=[O:30])[CH2:25][CH2:26][CH3:27].C(N(CC)CC)C. The catalyst is O1CCCC1. The product is [CH2:24]([NH:28][C:29]([NH:1][C:2]1[CH:7]=[CH:6][CH:5]=[C:4]([C:8]2[N:13]3[N:14]=[CH:15][C:16]([C:17]([C:19]4[S:20][CH:21]=[CH:22][CH:23]=4)=[O:18])=[C:12]3[N:11]=[CH:10][CH:9]=2)[CH:3]=1)=[O:30])[CH2:25][CH2:26][CH3:27]. The yield is 0.690.